Dataset: Reaction yield outcomes from USPTO patents with 853,638 reactions. Task: Predict the reaction yield, written as a fraction of the theoretical maximum amount of product (1.0 means a 100% yield; for example, 0.34 means a 34% yield). (1) The reactants are C[O:2][C:3](=[O:33])[CH2:4][O:5][C:6]1[CH:14]=[C:13]2[CH2:15][CH2:16][CH2:17][CH2:18][C:12]2=[C:11]2[C:7]=1[C:8]([C:28](=[O:32])[C:29]([NH2:31])=[O:30])=[C:9]([CH2:26][CH3:27])[N:10]2[CH2:19][C:20]1[CH:25]=[CH:24][CH:23]=[CH:22][CH:21]=1.[OH-].[Li+]. The catalyst is O1CCCC1.CO. The product is [NH2:31][C:29](=[O:30])[C:28]([C:8]1[C:7]2[C:11](=[C:12]3[CH2:18][CH2:17][CH2:16][CH2:15][C:13]3=[CH:14][C:6]=2[O:5][CH2:4][C:3]([OH:33])=[O:2])[N:10]([CH2:19][C:20]2[CH:25]=[CH:24][CH:23]=[CH:22][CH:21]=2)[C:9]=1[CH2:26][CH3:27])=[O:32]. The yield is 0.880. (2) The reactants are Cl[C:2]1[N:3]=[CH:4][C:5]2[C:10]([C:11]=1[CH3:12])=[CH:9][CH:8]=[C:7]([O:13][CH3:14])[CH:6]=2.[C:15]([C:18]1[CH:23]=[CH:22][C:21](B(O)O)=[CH:20][CH:19]=1)([OH:17])=[O:16].C([O-])([O-])=O.[K+].[K+].O. The catalyst is COCCOCCO.O.C1C=CC(P(C2C=CC=CC=2)[C-]2C=CC=C2)=CC=1.C1C=CC(P(C2C=CC=CC=2)[C-]2C=CC=C2)=CC=1.Cl[Pd]Cl.[Fe+2].CCOC(C)=O. The product is [CH3:14][O:13][C:7]1[CH:6]=[C:5]2[C:10]([C:11]([CH3:12])=[C:2]([C:21]3[CH:22]=[CH:23][C:18]([C:15]([OH:17])=[O:16])=[CH:19][CH:20]=3)[N:3]=[CH:4]2)=[CH:9][CH:8]=1. The yield is 0.130.